This data is from Catalyst prediction with 721,799 reactions and 888 catalyst types from USPTO. The task is: Predict which catalyst facilitates the given reaction. (1) Reactant: [OH:1][CH2:2][C@H:3]([NH:8][C:9]([C:22]1[CH:27]=[CH:26][CH:25]=[CH:24][CH:23]=1)([C:16]1[CH:21]=[CH:20][CH:19]=[CH:18][CH:17]=1)[C:10]1[CH:15]=[CH:14][CH:13]=[CH:12][CH:11]=1)[C:4]([O:6][CH3:7])=[O:5].C1(P(C2C=CC=CC=2)C2C=CC=CC=2)C=CC=CC=1.[CH:47]1[C:52](O)=[CH:51][CH:50]=[CH:49][C:48]=1[CH3:54].CC(OC(/N=N/C(OC(C)C)=O)=O)C. Product: [C:48]1([CH3:54])[CH:49]=[CH:50][CH:51]=[C:52]([O:1][CH2:2][C@H:3]([NH:8][C:9]([C:22]2[CH:23]=[CH:24][CH:25]=[CH:26][CH:27]=2)([C:10]2[CH:15]=[CH:14][CH:13]=[CH:12][CH:11]=2)[C:16]2[CH:17]=[CH:18][CH:19]=[CH:20][CH:21]=2)[C:4]([O:6][CH3:7])=[O:5])[CH:47]=1. The catalyst class is: 11. (2) Reactant: [Cl:1][C:2]1[CH:3]=[C:4]([CH:27]=[CH:28][C:29]=1[Cl:30])[O:5][CH:6]1[CH2:11][CH2:10][N:9]([CH2:12][CH:13]([OH:26])[CH2:14][O:15][C:16]2[CH:21]=[CH:20][CH:19]=[CH:18][C:17]=2[NH:22]C(=O)C)[CH2:8][CH2:7]1. Product: [ClH:1].[ClH:1].[NH2:22][C:17]1[CH:18]=[CH:19][CH:20]=[CH:21][C:16]=1[O:15][CH2:14][CH:13]([OH:26])[CH2:12][N:9]1[CH2:8][CH2:7][CH:6]([O:5][C:4]2[CH:27]=[CH:28][C:29]([Cl:30])=[C:2]([Cl:1])[CH:3]=2)[CH2:11][CH2:10]1. The catalyst class is: 33. (3) Reactant: [NH2:1][CH2:2][C@H:3]1[C@@H:8]([CH3:9])[CH2:7][CH2:6][CH2:5][N:4]1[C:10]([C:12]1[N:13]=[C:14]([CH3:24])[S:15][C:16]=1[C:17]1[CH:22]=[CH:21][C:20]([F:23])=[CH:19][CH:18]=1)=[O:11].[Cl:25][C:26]1[N:31]=[C:30](Cl)[CH:29]=[CH:28][N:27]=1.C([O-])([O-])=O.[K+].[K+]. Product: [Cl:25][C:26]1[N:31]=[C:30]([NH:1][CH2:2][C@H:3]2[C@@H:8]([CH3:9])[CH2:7][CH2:6][CH2:5][N:4]2[C:10]([C:12]2[N:13]=[C:14]([CH3:24])[S:15][C:16]=2[C:17]2[CH:18]=[CH:19][C:20]([F:23])=[CH:21][CH:22]=2)=[O:11])[CH:29]=[CH:28][N:27]=1. The catalyst class is: 44. (4) Reactant: [CH3:1][C:2]1[CH:7]=[CH:6][C:5](Cl)=[CH:4][CH:3]=1.[C:9]1(B(O)O)[CH:14]=[CH:13][CH:12]=[CH:11][CH:10]=1.N(P(Cl)Cl)(C1CCCCC1)C1CCCCC1. Product: [C:9]1([C:5]2[CH:6]=[CH:7][C:2]([CH3:1])=[CH:3][CH:4]=2)[CH:14]=[CH:13][CH:12]=[CH:11][CH:10]=1. The catalyst class is: 62. (5) Reactant: C([N:8](CC1C=CC=CC=1)[C:9]1[N:17]=[CH:16][N:15]=[C:14]2[C:10]=1[NH:11][C:12](=[O:34])[N:13]2[C:18]1[CH:19]=[C:20]([N:25]([CH3:33])[C:26](=[O:32])[O:27][C:28]([CH3:31])([CH3:30])[CH3:29])[CH:21]=[CH:22][C:23]=1[CH3:24])C1C=CC=CC=1.Cl. Product: [NH2:8][C:9]1[N:17]=[CH:16][N:15]=[C:14]2[C:10]=1[NH:11][C:12](=[O:34])[N:13]2[C:18]1[CH:19]=[C:20]([N:25]([CH3:33])[C:26](=[O:32])[O:27][C:28]([CH3:29])([CH3:30])[CH3:31])[CH:21]=[CH:22][C:23]=1[CH3:24]. The catalyst class is: 105. (6) Reactant: [Br:1][C:2]1[CH:7]=[CH:6][C:5]([C:8](=O)[CH:9]([CH3:11])[CH3:10])=[CH:4][CH:3]=1.[NH3:13].CO.[BH4-].[Na+].N. Product: [Br:1][C:2]1[CH:7]=[CH:6][C:5]([CH:8]([NH2:13])[CH:9]([CH3:11])[CH3:10])=[CH:4][CH:3]=1. The catalyst class is: 5. (7) Reactant: [F:1][C:2]([F:43])([F:42])[C:3]1[CH:4]=[C:5]([C@H:13]([O:15][C@H:16]2[CH2:21][CH2:20][N:19]([CH:22]3[CH2:26][CH2:25][C@H:24]([NH:27]C(=O)OC(C)(C)C)[CH2:23]3)[CH2:18][C@@H:17]2[C:35]2[CH:40]=[CH:39][C:38]([F:41])=[CH:37][CH:36]=2)[CH3:14])[CH:6]=[C:7]([C:9]([F:12])([F:11])[F:10])[CH:8]=1.Cl. Product: [F:43][C:2]([F:1])([F:42])[C:3]1[CH:4]=[C:5]([C@H:13]([O:15][C@H:16]2[CH2:21][CH2:20][N:19]([CH:22]3[CH2:26][CH2:25][C@H:24]([NH2:27])[CH2:23]3)[CH2:18][C@@H:17]2[C:35]2[CH:40]=[CH:39][C:38]([F:41])=[CH:37][CH:36]=2)[CH3:14])[CH:6]=[C:7]([C:9]([F:12])([F:11])[F:10])[CH:8]=1. The catalyst class is: 25.